This data is from Peptide-MHC class II binding affinity with 134,281 pairs from IEDB. The task is: Regression. Given a peptide amino acid sequence and an MHC pseudo amino acid sequence, predict their binding affinity value. This is MHC class II binding data. (1) The peptide sequence is GPLQIVDKIDAAFKI. The MHC is DRB1_1302 with pseudo-sequence DRB1_1302. The binding affinity (normalized) is 0.395. (2) The MHC is DRB1_0701 with pseudo-sequence DRB1_0701. The peptide sequence is ALAQSRYWRAGSMYQGL. The binding affinity (normalized) is 0.146. (3) The peptide sequence is GWYLVAATAAAATLR. The MHC is HLA-DPA10201-DPB10501 with pseudo-sequence HLA-DPA10201-DPB10501. The binding affinity (normalized) is 0.230. (4) The peptide sequence is IPDLQRAAVTILDGI. The MHC is DRB1_0101 with pseudo-sequence DRB1_0101. The binding affinity (normalized) is 0.752. (5) The peptide sequence is TVWAQSADFPQFKPE. The MHC is DRB1_1001 with pseudo-sequence DRB1_1001. The binding affinity (normalized) is 0.339. (6) The peptide sequence is RSLPPIVKDASIQVV. The MHC is DRB1_0901 with pseudo-sequence DRB1_0901. The binding affinity (normalized) is 0.411. (7) The peptide sequence is SMQKTIPLVALTLTS. The MHC is HLA-DQA10601-DQB10402 with pseudo-sequence HLA-DQA10601-DQB10402. The binding affinity (normalized) is 0.310.